Task: Predict the product of the given reaction.. Dataset: Forward reaction prediction with 1.9M reactions from USPTO patents (1976-2016) (1) Given the reactants O[N:2]=[C:3]([C:6]1[CH:11]=[CH:10][C:9]([C:12]([F:15])([F:14])[F:13])=[CH:8][CH:7]=1)[CH2:4][CH3:5], predict the reaction product. The product is: [F:13][C:12]([F:14])([F:15])[C:9]1[CH:8]=[CH:7][C:6]([CH:3]([NH2:2])[CH2:4][CH3:5])=[CH:11][CH:10]=1. (2) Given the reactants ClC(OCC)=O.[CH2:7]([C:9]1[CH:19]=[CH:18][C:12]([CH:13]=[CH:14][C:15](O)=[O:16])=[CH:11][CH:10]=1)[CH3:8].C(N(CC)CC)C.[BH4-].[Na+].Cl, predict the reaction product. The product is: [CH2:7]([C:9]1[CH:19]=[CH:18][C:12](/[CH:13]=[CH:14]/[CH2:15][OH:16])=[CH:11][CH:10]=1)[CH3:8].